This data is from Peptide-MHC class II binding affinity with 134,281 pairs from IEDB. The task is: Regression. Given a peptide amino acid sequence and an MHC pseudo amino acid sequence, predict their binding affinity value. This is MHC class II binding data. (1) The peptide sequence is GELQIVDKIDDAFKI. The MHC is DRB1_0404 with pseudo-sequence DRB1_0404. The binding affinity (normalized) is 0.477. (2) The peptide sequence is GWYRPPFSRVVHLYR. The MHC is DRB1_0101 with pseudo-sequence DRB1_0101. The binding affinity (normalized) is 0.448. (3) The peptide sequence is TDALRTLGSTSADEV. The MHC is HLA-DPA10103-DPB10401 with pseudo-sequence HLA-DPA10103-DPB10401. The binding affinity (normalized) is 0.0381. (4) The peptide sequence is SARLRLLRDRLVEGV. The MHC is DRB1_1001 with pseudo-sequence DRB1_1001. The binding affinity (normalized) is 0.453. (5) The peptide sequence is LEAAVKQAYAATVAT. The MHC is HLA-DQA10301-DQB10302 with pseudo-sequence HLA-DQA10301-DQB10302. The binding affinity (normalized) is 0.215. (6) The peptide sequence is IKSDKPLKGPFNFRF. The MHC is DRB1_1101 with pseudo-sequence DRB1_1101. The binding affinity (normalized) is 0.0923. (7) The peptide sequence is ENEGDNACKRTYSDR. The MHC is DRB1_0101 with pseudo-sequence DRB1_0101. The binding affinity (normalized) is 0.